The task is: Predict which catalyst facilitates the given reaction.. This data is from Catalyst prediction with 721,799 reactions and 888 catalyst types from USPTO. (1) Reactant: [Cl:1][C:2]1[CH:7]=[CH:6][CH:5]=[C:4]([Cl:8])[C:3]=1[CH2:9][C:10]([OH:12])=O.C1N=CN(C(N2C=N[CH:22]=[CH:21]2)=O)C=1.[Cl-].[Mg+2].[Cl-].C(O)(=O)[CH2:29][C:30]([OH:32])=[O:31].C([K])C.Cl. Product: [Cl:8][C:4]1[CH:5]=[CH:6][CH:7]=[C:2]([Cl:1])[C:3]=1[CH2:9][C:10](=[O:12])[CH2:29][C:30]([O:32][CH2:21][CH3:22])=[O:31]. The catalyst class is: 30. (2) Reactant: [C:1]1([S:7]([C:10]2[C:19]([C:20](O)=[O:21])=[C:18]3[C:13]([CH2:14][CH2:15][CH:16]([CH2:23][N:24]([C:26]([O:28][C:29]([CH3:32])([CH3:31])[CH3:30])=[O:27])[CH3:25])[O:17]3)=[CH:12][CH:11]=2)(=[O:9])=[O:8])[CH:6]=[CH:5][CH:4]=[CH:3][CH:2]=1.O=S(Cl)Cl.[CH3:37][NH2:38]. Product: [C:29]([O:28][C:26](=[O:27])[N:24]([CH2:23][CH:16]1[CH2:15][CH2:14][C:13]2[C:18](=[C:19]([C:20](=[O:21])[NH:38][CH3:37])[C:10]([S:7]([C:1]3[CH:6]=[CH:5][CH:4]=[CH:3][CH:2]=3)(=[O:8])=[O:9])=[CH:11][CH:12]=2)[O:17]1)[CH3:25])([CH3:31])([CH3:30])[CH3:32]. The catalyst class is: 643. (3) Reactant: [CH3:1][C:2]([O:5][C:6](O[C:6]([O:5][C:2]([CH3:4])([CH3:3])[CH3:1])=[O:7])=[O:7])([CH3:4])[CH3:3].[CH3:16][N:17]([C:37]([O:39][C:40]([CH3:43])([CH3:42])[CH3:41])=[O:38])[CH2:18][CH2:19][NH:20][C@H:21]1[CH2:26][CH2:25][CH2:24][N:23]([C:27]([O:29][CH2:30][C:31]2[CH:36]=[CH:35][CH:34]=[CH:33][CH:32]=2)=[O:28])[CH2:22]1.C(N(CC)CC)C. Product: [CH3:16][N:17]([C:37]([O:39][C:40]([CH3:43])([CH3:42])[CH3:41])=[O:38])[CH2:18][CH2:19][N:20]([C:6]([O:5][C:2]([CH3:4])([CH3:3])[CH3:1])=[O:7])[C@H:21]1[CH2:26][CH2:25][CH2:24][N:23]([C:27]([O:29][CH2:30][C:31]2[CH:36]=[CH:35][CH:34]=[CH:33][CH:32]=2)=[O:28])[CH2:22]1. The catalyst class is: 1.